Dataset: Forward reaction prediction with 1.9M reactions from USPTO patents (1976-2016). Task: Predict the product of the given reaction. (1) Given the reactants [CH3:1][N:2]([S:15]([C:18]1[S:19][CH:20]=[CH:21][CH:22]=1)(=[O:17])=[O:16])[C:3]1[CH:4]=[CH:5][CH:6]=[C:7]2[C:11]=1[NH:10][C:9]([C:12]([OH:14])=O)=[CH:8]2.[N:23]1(O)C2C=CC=CC=2N=N1.Cl.CN(C)CCCN=C=NCC.N.C(O)(=O)CC(CC(O)=O)(C(O)=O)O, predict the reaction product. The product is: [CH3:1][N:2]([S:15]([C:18]1[S:19][CH:20]=[CH:21][CH:22]=1)(=[O:17])=[O:16])[C:3]1[CH:4]=[CH:5][CH:6]=[C:7]2[C:11]=1[NH:10][C:9]([C:12]([NH2:23])=[O:14])=[CH:8]2. (2) Given the reactants [NH2:1][C:2]1[CH:3]=[N:4][CH:5]=[CH:6][CH:7]=1.[H-].[Na+].[Cl:10][C:11]1[N:16]=[C:15](I)[N:14]=[C:13]([N:18]2[CH2:23][CH2:22][O:21][CH2:20][CH2:19]2)[CH:12]=1, predict the reaction product. The product is: [Cl:10][C:11]1[CH:12]=[C:13]([N:18]2[CH2:23][CH2:22][O:21][CH2:20][CH2:19]2)[N:14]=[C:15]([NH:1][C:2]2[CH:3]=[N:4][CH:5]=[CH:6][CH:7]=2)[N:16]=1. (3) Given the reactants [CH3:1][C:2]([O:13][CH2:14][C@H:15]1[CH2:17][O:16]1)([CH3:12])[CH2:3][N:4]1[CH:8]=[CH:7][C:6]([N+:9]([O-])=O)=[N:5]1.C(OCC)(=O)C.[H][H], predict the reaction product. The product is: [CH3:12][C:2]([O:13][CH2:14][C@H:15]1[CH2:17][O:16]1)([CH3:1])[CH2:3][N:4]1[CH:8]=[CH:7][C:6]([NH2:9])=[N:5]1. (4) Given the reactants [F:1][C:2]1[CH:3]=[CH:4][C:5]([O:23][CH3:24])=[C:6]([C:8]([CH3:22])([CH3:21])[CH2:9][C:10]([O:17][CH2:18][O:19][CH3:20])([C:13]([F:16])([F:15])[F:14])[CH2:11][OH:12])[CH:7]=1.[Cr](Cl)([O-])(=O)=O.[NH+]1C=CC=CC=1, predict the reaction product. The product is: [F:1][C:2]1[CH:3]=[CH:4][C:5]([O:23][CH3:24])=[C:6]([C:8]([CH3:21])([CH3:22])[CH2:9][C:10]([O:17][CH2:18][O:19][CH3:20])([C:13]([F:16])([F:15])[F:14])[CH:11]=[O:12])[CH:7]=1. (5) Given the reactants [Cl:1][C:2]1[CH:7]=[CH:6][C:5]([N+:8]([O-])=O)=[CH:4][C:3]=1[N:11]1[C:15](=[O:16])[N:14]([CH3:17])[N:13]=[N:12]1.O.O.Cl[Sn]Cl, predict the reaction product. The product is: [NH2:8][C:5]1[CH:6]=[CH:7][C:2]([Cl:1])=[C:3]([N:11]2[C:15](=[O:16])[N:14]([CH3:17])[N:13]=[N:12]2)[CH:4]=1.